Dataset: Rat liver microsome stability data. Task: Regression/Classification. Given a drug SMILES string, predict its absorption, distribution, metabolism, or excretion properties. Task type varies by dataset: regression for continuous measurements (e.g., permeability, clearance, half-life) or binary classification for categorical outcomes (e.g., BBB penetration, CYP inhibition). Dataset: rlm. The result is 0 (unstable in rat liver microsomes). The molecule is N#Cc1ccccc1Cn1c(N2CCC[C@@H](N)C2)ncc(F)c1=O.